This data is from Catalyst prediction with 721,799 reactions and 888 catalyst types from USPTO. The task is: Predict which catalyst facilitates the given reaction. (1) Reactant: Br[C:2]1[CH:3]=[CH:4][C:5]2[N:11]3[C:12]([CH3:15])=[N:13][N:14]=[C:10]3[CH2:9][CH2:8][N:7]([C:16]3[CH:21]=[CH:20][C:19]([Cl:22])=[CH:18][CH:17]=3)[C:6]=2[CH:23]=1.[C:24]1(B(O)O)[CH:29]=[CH:28][CH:27]=[CH:26][CH:25]=1.C([O-])([O-])=O.[Cs+].[Cs+]. Product: [Cl:22][C:19]1[CH:20]=[CH:21][C:16]([N:7]2[CH2:8][CH2:9][C:10]3=[N:14][N:13]=[C:12]([CH3:15])[N:11]3[C:5]3[CH:4]=[CH:3][C:2]([C:24]4[CH:29]=[CH:28][CH:27]=[CH:26][CH:25]=4)=[CH:23][C:6]2=3)=[CH:17][CH:18]=1. The catalyst class is: 70. (2) Reactant: [N:1]1[CH:6]=[CH:5][CH:4]=[CH:3][C:2]=1[CH3:7].C([Li])CCC.[C:13]([S@@:17](/[N:19]=[CH:20]/[C:21]1[CH:26]=[CH:25][CH:24]=[CH:23][C:22]=1[C:27]1[C:31]2[CH:32]=[CH:33][C:34]([C:36]([NH2:38])=[O:37])=[CH:35][C:30]=2[O:29][N:28]=1)=[O:18])([CH3:16])([CH3:15])[CH3:14].[Cl-].[NH4+]. Product: [CH3:15][C:13]([CH3:16])([S@@:17]([NH:19][C@H:20]([C:21]1[CH:26]=[CH:25][CH:24]=[CH:23][C:22]=1[C:27]1[C:31]2[CH:32]=[CH:33][C:34]([C:36]([NH2:38])=[O:37])=[CH:35][C:30]=2[O:29][N:28]=1)[CH2:7][C:2]1[CH:3]=[CH:4][CH:5]=[CH:6][N:1]=1)=[O:18])[CH3:14]. The catalyst class is: 7. (3) Reactant: C(OC([NH:8][C@H:9]1[C@@H:14]([N:15]2[CH:19]=[CH:18][N:17]=[N:16]2)[C@@H:13]([CH3:20])[CH2:12][N:11]([C:21]2[CH:26]=[CH:25][N:24]=[CH:23][C:22]=2[NH:27][C:28]([C:30]2[C:39]([NH:40]C(=O)OCC3C=CC=CC=3)=[CH:38][C:37]3[C:32](=[CH:33][C:34]([N:51]4[CH2:56][CH2:55][O:54][CH2:53][CH2:52]4)=[CH:35][CH:36]=3)[N:31]=2)=[O:29])[CH2:10]1)=O)(C)(C)C.C1COCC1.Cl.O1CCOCC1. Product: [NH2:40][C:39]1[C:30]([C:28]([NH:27][C:22]2[CH:23]=[N:24][CH:25]=[CH:26][C:21]=2[N:11]2[CH2:12][C@H:13]([CH3:20])[C@H:14]([N:15]3[CH:19]=[CH:18][N:17]=[N:16]3)[C@H:9]([NH2:8])[CH2:10]2)=[O:29])=[N:31][C:32]2[C:37]([CH:38]=1)=[CH:36][CH:35]=[C:34]([N:51]1[CH2:52][CH2:53][O:54][CH2:55][CH2:56]1)[CH:33]=2. The catalyst class is: 5. (4) Reactant: [C:1]([C:3]1[CH:4]=[C:5](B(O)O)[CH:6]=[CH:7][CH:8]=1)#[N:2].Cl[C:13]1[C:22]2[C:17](=[CH:18][CH:19]=[CH:20][CH:21]=2)[C:16]([NH:23][C:24]2[CH:29]=[CH:28][C:27]([O:30][C:31]3[C:40]4[C:35](=[CH:36][C:37]([O:41][CH3:42])=[CH:38][N:39]=4)[N:34]=[CH:33][CH:32]=3)=[CH:26][CH:25]=2)=[N:15][N:14]=1.C(=O)([O-])[O-].[Na+].[Na+]. Product: [CH3:42][O:41][C:37]1[CH:36]=[C:35]2[C:40]([C:31]([O:30][C:27]3[CH:28]=[CH:29][C:24]([NH:23][C:16]4[C:17]5[C:22](=[CH:21][CH:20]=[CH:19][CH:18]=5)[C:13]([C:7]5[CH:8]=[C:3]([CH:4]=[CH:5][CH:6]=5)[C:1]#[N:2])=[N:14][N:15]=4)=[CH:25][CH:26]=3)=[CH:32][CH:33]=[N:34]2)=[N:39][CH:38]=1. The catalyst class is: 140. (5) Reactant: C1(C2(C3C=CC=CC=3)OB(C)N3CCC[C@H]23)C=CC=CC=1.B.CSC.[S:26]1[CH:30]=[CH:29][C:28]2[CH:31]=[C:32]([C:35](=[O:64])[CH2:36][S:37][C@@H:38]3[C@@H:41]([C:42]4[CH:47]=[CH:46][C:45]([O:48][Si:49]([CH3:55])([CH3:54])[C:50]([CH3:53])([CH3:52])[CH3:51])=[CH:44][CH:43]=4)[N:40]([C:56]4[CH:61]=[CH:60][C:59]([I:62])=[CH:58][CH:57]=4)[C:39]3=[O:63])[CH:33]=[CH:34][C:27]1=2.O. Product: [S:26]1[CH:30]=[CH:29][C:28]2[CH:31]=[C:32]([C@@H:35]([OH:64])[CH2:36][S:37][C@@H:38]3[C@@H:41]([C:42]4[CH:47]=[CH:46][C:45]([O:48][Si:49]([CH3:55])([CH3:54])[C:50]([CH3:53])([CH3:51])[CH3:52])=[CH:44][CH:43]=4)[N:40]([C:56]4[CH:61]=[CH:60][C:59]([I:62])=[CH:58][CH:57]=4)[C:39]3=[O:63])[CH:33]=[CH:34][C:27]1=2. The catalyst class is: 4. (6) Reactant: [BH4-].[Li+].NCC[N:6]1[C:10](=[O:11])/[C:9](=[CH:12]/[C:13]2[CH:18]=[CH:17][C:16]([O:19][CH2:20][CH3:21])=[CH:15][CH:14]=2)/[S:8][C:7]1=[O:22].Cl. Product: [CH2:20]([O:19][C:16]1[CH:17]=[CH:18][C:13]([CH2:12][CH:9]2[S:8][C:7](=[O:22])[NH:6][C:10]2=[O:11])=[CH:14][CH:15]=1)[CH3:21]. The catalyst class is: 859. (7) Reactant: [F:1][C@H]1CCN(C(OC(C)(C)C)=O)C1.[C:14]([N:21]1[CH2:25][CH2:24][C@@H:23]([CH2:26]O)[CH2:22]1)([O:16][C:17]([CH3:20])([CH3:19])[CH3:18])=[O:15].COCCN(S(F)(F)F)CCOC. Product: [F:1][CH2:26][C@@H:23]1[CH2:24][CH2:25][N:21]([C:14]([O:16][C:17]([CH3:20])([CH3:19])[CH3:18])=[O:15])[CH2:22]1. The catalyst class is: 4.